From a dataset of Reaction yield outcomes from USPTO patents with 853,638 reactions. Predict the reaction yield, written as a fraction of the theoretical maximum amount of product (1.0 means a 100% yield; for example, 0.34 means a 34% yield). (1) The reactants are [CH3:1][C:2]1([CH3:34])[CH2:10][C:9]2[N:8]([C:11]3[CH:18]=[CH:17][C:14]([C:15]#[N:16])=[C:13]([NH:19][C:20]4[CH:25]=[C:24]([O:26][CH3:27])[C:23]([O:28][CH3:29])=[C:22]([O:30][CH3:31])[CH:21]=4)[CH:12]=3)[N:7]=[C:6]([CH3:32])[C:5]=2[C:4](=[O:33])[CH2:3]1.C([OH:37])C.CS(C)=O.[OH-].[Na+].OO. The catalyst is O. The product is [CH3:1][C:2]1([CH3:34])[CH2:10][C:9]2[N:8]([C:11]3[CH:18]=[CH:17][C:14]([C:15]([NH2:16])=[O:37])=[C:13]([NH:19][C:20]4[CH:25]=[C:24]([O:26][CH3:27])[C:23]([O:28][CH3:29])=[C:22]([O:30][CH3:31])[CH:21]=4)[CH:12]=3)[N:7]=[C:6]([CH3:32])[C:5]=2[C:4](=[O:33])[CH2:3]1. The yield is 0.990. (2) The catalyst is C(OCC)(=O)C. The yield is 0.220. The reactants are [CH2:1]([C:5]1[N:10]=[C:9]([CH3:11])[N:8]([CH2:12][C:13](=O)[C:14]([CH3:17])([CH3:16])[CH3:15])[C:7](=[O:19])[C:6]=1[CH2:20][C:21]1[CH:26]=[CH:25][C:24]([C:27]2[CH:32]=[CH:31][CH:30]=[CH:29][C:28]=2[C:33]2[NH:37][C:36](=[O:38])[O:35][N:34]=2)=[CH:23][C:22]=1[F:39])[CH2:2][CH2:3][CH3:4].Cl.[NH2:41][O:42][CH:43]([CH3:45])[CH3:44].N1C=CC=CC=1. The product is [CH2:1]([C:5]1[N:10]=[C:9]([CH3:11])[N:8]([CH2:12]/[C:13](=[N:41]\[O:42][CH:43]([CH3:45])[CH3:44])/[C:14]([CH3:15])([CH3:16])[CH3:17])[C:7](=[O:19])[C:6]=1[CH2:20][C:21]1[CH:26]=[CH:25][C:24]([C:27]2[CH:32]=[CH:31][CH:30]=[CH:29][C:28]=2[C:33]2[NH:37][C:36](=[O:38])[O:35][N:34]=2)=[CH:23][C:22]=1[F:39])[CH2:2][CH2:3][CH3:4]. (3) The reactants are C(OC([NH:8][CH:9]1[CH2:14][CH2:13][N:12]([C:15]2[N:20]=[C:19]([C:21]3[C:29]4[C:24](=[CH:25][CH:26]=[C:27]([C:30]([O:32][CH3:33])=[O:31])[CH:28]=4)[N:23](C(OC(C)(C)C)=O)[CH:22]=3)[CH:18]=[N:17][CH:16]=2)[CH2:11][CH2:10]1)=O)(C)(C)C.C(O)(C(F)(F)F)=O. The catalyst is C(Cl)(Cl)Cl. The product is [NH2:8][CH:9]1[CH2:10][CH2:11][N:12]([C:15]2[N:20]=[C:19]([C:21]3[C:29]4[C:24](=[CH:25][CH:26]=[C:27]([C:30]([O:32][CH3:33])=[O:31])[CH:28]=4)[NH:23][CH:22]=3)[CH:18]=[N:17][CH:16]=2)[CH2:13][CH2:14]1. The yield is 0.470. (4) The reactants are [Cl:1][C:2]1[CH:7]=[C:6]([N+:8]([O-:10])=[O:9])[C:5]([O:11][CH3:12])=[CH:4][C:3]=1F.C([O-])([O-])=O.[K+].[K+].FC(F)(F)C(O)=O.FC(F)(F)C(O)=O.[NH:34]1[CH2:39][CH2:38][CH:37]([N:40]2[CH2:45][CH2:44][N:43]([C:46]([O:48][CH2:49][C:50]3[CH:55]=[CH:54][CH:53]=[CH:52][CH:51]=3)=[O:47])[CH2:42][CH2:41]2)[CH2:36][CH2:35]1.O. The catalyst is CS(C)=O. The product is [C:50]1([CH2:49][O:48][C:46]([N:43]2[CH2:42][CH2:41][N:40]([CH:37]3[CH2:38][CH2:39][N:34]([C:3]4[CH:4]=[C:5]([O:11][CH3:12])[C:6]([N+:8]([O-:10])=[O:9])=[CH:7][C:2]=4[Cl:1])[CH2:35][CH2:36]3)[CH2:45][CH2:44]2)=[O:47])[CH:55]=[CH:54][CH:53]=[CH:52][CH:51]=1. The yield is 1.00. (5) The reactants are CC(C)([O-])C.[K+].[CH3:7][CH2:8][O:9][C:10]([CH:12](P(OCC)(OCC)=O)[CH3:13])=[O:11].[F:22][C:23]([F:43])([F:42])[C:24]1[CH:41]=[CH:40][C:27]([C:28]([C:30]2[CH:35]=[CH:34][C:33]([C:36]([F:39])([F:38])[F:37])=[CH:32][CH:31]=2)=O)=[CH:26][CH:25]=1.[Cl-].[NH4+]. The catalyst is C1COCC1. The product is [F:22][C:23]([F:42])([F:43])[C:24]1[CH:25]=[CH:26][C:27]([C:28]([C:30]2[CH:35]=[CH:34][C:33]([C:36]([F:39])([F:37])[F:38])=[CH:32][CH:31]=2)=[C:12]([CH3:13])[C:10]([O:9][CH2:8][CH3:7])=[O:11])=[CH:40][CH:41]=1. The yield is 0.660. (6) The reactants are Br[CH2:2][C:3](=[O:13])[CH2:4][CH2:5][C:6]1[CH:11]=[CH:10][C:9]([Br:12])=[CH:8][CH:7]=1.[NH:14]1[CH:18]=[CH:17][N:16]=[CH:15]1. The catalyst is CN(C)C=O.C(OCC)(=O)C. The product is [Br:12][C:9]1[CH:10]=[CH:11][C:6]([CH2:5][CH2:4][C:3](=[O:13])[CH2:2][N:14]2[CH:18]=[CH:17][N:16]=[CH:15]2)=[CH:7][CH:8]=1. The yield is 0.760. (7) The reactants are [Cl:1][C:2]1[C:7]([C:8]([F:11])([F:10])[F:9])=[CH:6][CH:5]=[C:4](Cl)[N:3]=1.[NH3:13]. No catalyst specified. The product is [Cl:1][C:2]1[N:3]=[C:4]([NH2:13])[CH:5]=[CH:6][C:7]=1[C:8]([F:11])([F:10])[F:9]. The yield is 0.460. (8) The reactants are [Cl-].O[NH3+:3].[C:4](=[O:7])([O-])[OH:5].[Na+].CS(C)=O.[F:13][C:14]1[CH:15]=[C:16]([N:24]2[C:29](=[O:30])[C:28]([CH2:31][C:32]3[CH:37]=[CH:36][C:35]([C:38]4[C:39]([C:44]#[N:45])=[CH:40][CH:41]=[CH:42][CH:43]=4)=[CH:34][CH:33]=3)=[C:27]([CH2:46][CH2:47][CH3:48])[N:26]=[C:25]2[CH3:49])[CH:17]=[CH:18][C:19]=1[O:20][CH:21]([CH3:23])[CH3:22]. The catalyst is O.C(OCC)(=O)C. The product is [F:13][C:14]1[CH:15]=[C:16]([N:24]2[C:29](=[O:30])[C:28]([CH2:31][C:32]3[CH:37]=[CH:36][C:35]([C:38]4[CH:43]=[CH:42][CH:41]=[CH:40][C:39]=4[C:44]4[NH:3][C:4](=[O:7])[O:5][N:45]=4)=[CH:34][CH:33]=3)=[C:27]([CH2:46][CH2:47][CH3:48])[N:26]=[C:25]2[CH3:49])[CH:17]=[CH:18][C:19]=1[O:20][CH:21]([CH3:23])[CH3:22]. The yield is 0.640. (9) The catalyst is C(Cl)Cl. The reactants are Cl.Cl.[CH3:3][C@H:4]1[C:12]2[C:11]([N:13]3[CH2:18][CH2:17][NH:16][CH2:15][CH2:14]3)=[N:10][CH:9]=[N:8][C:7]=2[C@@H:6]([OH:19])[CH2:5]1.CN(C(ON1N=NC2C=CC=NC1=2)=[N+](C)C)C.F[P-](F)(F)(F)(F)F.N1C(C)=CC(C)=CC=1C.[C:53]([O:57][C:58]([N:60]1[C:64]([CH3:66])([CH3:65])[CH2:63][CH2:62][C@H:61]1[C@H:67]([C:71]1[CH:76]=[CH:75][C:74]([Cl:77])=[CH:73][C:72]=1[F:78])[C:68](O)=[O:69])=[O:59])([CH3:56])([CH3:55])[CH3:54]. The product is [Cl:77][C:74]1[CH:75]=[CH:76][C:71]([C@@H:67]([C@H:61]2[N:60]([C:58]([O:57][C:53]([CH3:55])([CH3:54])[CH3:56])=[O:59])[C:64]([CH3:66])([CH3:65])[CH2:63][CH2:62]2)[C:68]([N:16]2[CH2:15][CH2:14][N:13]([C:11]3[C:12]4[C@H:4]([CH3:3])[CH2:5][C@@H:6]([OH:19])[C:7]=4[N:8]=[CH:9][N:10]=3)[CH2:18][CH2:17]2)=[O:69])=[C:72]([F:78])[CH:73]=1. The yield is 0.595.